Predict which catalyst facilitates the given reaction. From a dataset of Catalyst prediction with 721,799 reactions and 888 catalyst types from USPTO. (1) Product: [Br:22][C:23]1[CH:24]=[C:25]([NH:26][C:2]2[CH:9]=[CH:8][C:5]([C:6]#[N:7])=[CH:4][C:3]=2[N+:10]([O-:12])=[O:11])[CH:27]=[CH:28][CH:29]=1. The catalyst class is: 179. Reactant: Cl[C:2]1[CH:9]=[CH:8][C:5]([C:6]#[N:7])=[CH:4][C:3]=1[N+:10]([O-:12])=[O:11].C(N(C(C)C)CC)(C)C.[Br:22][C:23]1[CH:24]=[C:25]([CH:27]=[CH:28][CH:29]=1)[NH2:26]. (2) Reactant: [OH-:1].[Na+].Cl[P:4]1(=[O:22])[O:9][CH:8]([C:10]2[CH:19]=[CH:18][C:17]3[C:12](=[CH:13][CH:14]=[CH:15][CH:16]=3)[CH:11]=2)[C:7]([CH3:21])([CH3:20])[CH2:6][O:5]1.Cl. Product: [OH:1][P:4]1(=[O:22])[O:9][CH:8]([C:10]2[CH:19]=[CH:18][C:17]3[C:12](=[CH:13][CH:14]=[CH:15][CH:16]=3)[CH:11]=2)[C:7]([CH3:21])([CH3:20])[CH2:6][O:5]1. The catalyst class is: 6. (3) The catalyst class is: 4. Product: [CH2:1]([C:5]1[CH:6]=[CH:7][C:8]([NH:11][S:34]([C:31]2[CH:32]=[CH:33][C:25]([CH3:24])=[C:26]([CH:30]=2)[C:27]([OH:29])=[O:28])(=[O:36])=[O:35])=[CH:9][CH:10]=1)[CH2:2][CH2:3][CH3:4]. Reactant: [CH2:1]([C:5]1[CH:10]=[CH:9][C:8]([NH:11]C(=O)C)=[CH:7][CH:6]=1)[CH2:2][CH2:3][CH3:4].C(Cl)Cl.N1C=CC=CC=1.[CH3:24][C:25]1[CH:33]=[CH:32][C:31]([S:34](Cl)(=[O:36])=[O:35])=[CH:30][C:26]=1[C:27]([OH:29])=[O:28]. (4) Reactant: CCN=C=NCCCN(C)C.Cl.[CH3:13][NH:14][CH2:15][C:16]1[S:24][C:23]2[CH:22]=[CH:21][N:20]=[CH:19][C:18]=2[CH:17]=1.[NH2:25][C:26]1[N:31]=[CH:30][C:29](/[CH:32]=[CH:33]/[C:34]([OH:36])=O)=[CH:28][CH:27]=1.C1C=CC2N(O)N=NC=2C=1.O.C(N(CC)CC)C. Product: [NH2:25][C:26]1[N:31]=[CH:30][C:29](/[CH:32]=[CH:33]/[C:34]([N:14]([CH3:13])[CH2:15][C:16]2[S:24][C:23]3[CH:22]=[CH:21][N:20]=[CH:19][C:18]=3[CH:17]=2)=[O:36])=[CH:28][CH:27]=1. The catalyst class is: 18. (5) Reactant: [F:1][C:2]1[CH:7]=[CH:6][C:5]([C@@H:8]([NH:10][C:11]2[N:19]=[C:18]([NH:20][C:21]3[CH:26]=[N:25][CH:24]=[CH:23][N:22]=3)[CH:17]=[CH:16][C:12]=2[C:13](O)=[O:14])[CH3:9])=[CH:4][CH:3]=1.F[P-](F)(F)(F)(F)F.[N:34]1(OC(N(C)C)=[N+](C)C)[C:38]2C=CC=CC=2N=N1.C(N(CC)CC)C.CN.O1CCCC1. Product: [F:1][C:2]1[CH:7]=[CH:6][C:5]([C@@H:8]([NH:10][C:11]2[N:19]=[C:18]([NH:20][C:21]3[CH:26]=[N:25][CH:24]=[CH:23][N:22]=3)[CH:17]=[CH:16][C:12]=2[C:13]([NH:34][CH3:38])=[O:14])[CH3:9])=[CH:4][CH:3]=1. The catalyst class is: 7. (6) Reactant: [CH3:1][C:2]1[C:7]([N+:8]([O-:10])=[O:9])=[CH:6][CH:5]=[C:4]([O:11][CH:12]2[CH2:16][CH2:15][NH:14][CH2:13]2)[N:3]=1.C(N(CC)CC)C.[C:24](Cl)(=[O:27])[CH2:25][CH3:26].O. Product: [CH3:1][C:2]1[C:7]([N+:8]([O-:10])=[O:9])=[CH:6][CH:5]=[C:4]([O:11][CH:12]2[CH2:16][CH2:15][N:14]([C:24](=[O:27])[CH2:25][CH3:26])[CH2:13]2)[N:3]=1. The catalyst class is: 4. (7) Reactant: [C:1]([C:5]1[CH:6]=[C:7]([NH:28][C:29]([NH:31][C@@H:32]2[C:41]3[C:36](=[CH:37][CH:38]=[CH:39][CH:40]=3)[C@H:35]([O:42][C:43]3[CH:44]=[CH:45][C:46]4[N:47]([C:49]([N:52]5[CH2:57][CH2:56][CH2:55][CH2:54][CH2:53]5)=[N:50][N:51]=4)[CH:48]=3)[CH2:34][CH2:33]2)=[O:30])[N:8]([C:10]2[CH:15]=[C:14]([O:16][Si](C(C)C)(C(C)C)C(C)C)[CH:13]=[C:12]([CH3:27])[CH:11]=2)[N:9]=1)([CH3:4])([CH3:3])[CH3:2].[F-].C([N+](CCCC)(CCCC)CCCC)CCC. Product: [C:1]([C:5]1[CH:6]=[C:7]([NH:28][C:29]([NH:31][C@@H:32]2[C:41]3[C:36](=[CH:37][CH:38]=[CH:39][CH:40]=3)[C@H:35]([O:42][C:43]3[CH:44]=[CH:45][C:46]4[N:47]([C:49]([N:52]5[CH2:53][CH2:54][CH2:55][CH2:56][CH2:57]5)=[N:50][N:51]=4)[CH:48]=3)[CH2:34][CH2:33]2)=[O:30])[N:8]([C:10]2[CH:11]=[C:12]([CH3:27])[CH:13]=[C:14]([OH:16])[CH:15]=2)[N:9]=1)([CH3:4])([CH3:2])[CH3:3]. The catalyst class is: 20. (8) Reactant: [O:1]1[CH2:6][CH2:5][CH:4]([C:7]([NH2:9])=[O:8])[CH2:3][CH2:2]1.C(Cl)(=O)[C:11](Cl)=[O:12].[Cl:16][C:17]1[CH:22]=[C:21]([O:23][C:24]2[CH:25]=[CH:26][C:27]([NH2:30])=[N:28][CH:29]=2)[CH:20]=[CH:19][N:18]=1.N1C=CC=CC=1. Product: [Cl:16][C:17]1[CH:22]=[C:21]([O:23][C:24]2[CH:25]=[CH:26][C:27]([NH:30][C:11]([NH:9][C:7]([CH:4]3[CH2:5][CH2:6][O:1][CH2:2][CH2:3]3)=[O:8])=[O:12])=[N:28][CH:29]=2)[CH:20]=[CH:19][N:18]=1. The catalyst class is: 279.